This data is from Catalyst prediction with 721,799 reactions and 888 catalyst types from USPTO. The task is: Predict which catalyst facilitates the given reaction. (1) The catalyst class is: 33. Reactant: [Cl:1][C:2]1[CH:30]=[CH:29][C:5]([C:6]([NH:8][CH2:9][C:10]2[CH:15]=[CH:14][C:13]([S:16]([N:19]3[CH2:28][CH2:27][C:22]4(OCC[O:23]4)[CH2:21][CH2:20]3)(=[O:18])=[O:17])=[CH:12][CH:11]=2)=[O:7])=[CH:4][CH:3]=1.C1COCC1. Product: [Cl:1][C:2]1[CH:3]=[CH:4][C:5]([C:6]([NH:8][CH2:9][C:10]2[CH:11]=[CH:12][C:13]([S:16]([N:19]3[CH2:20][CH2:21][C:22](=[O:23])[CH2:27][CH2:28]3)(=[O:17])=[O:18])=[CH:14][CH:15]=2)=[O:7])=[CH:29][CH:30]=1. (2) Reactant: C[O:2][C:3](=[O:23])[C:4]1[CH:9]=[C:8]([O:10][CH3:11])[CH:7]=[C:6]([N:12]([CH2:20][CH:21]=[CH2:22])[C:13]([O:15][C:16]([CH3:19])([CH3:18])[CH3:17])=[O:14])[CH:5]=1.[OH-].[Li+]. Product: [CH2:20]([N:12]([C:13]([O:15][C:16]([CH3:19])([CH3:18])[CH3:17])=[O:14])[C:6]1[CH:5]=[C:4]([CH:9]=[C:8]([O:10][CH3:11])[CH:7]=1)[C:3]([OH:23])=[O:2])[CH:21]=[CH2:22]. The catalyst class is: 191. (3) Reactant: [F:1][C:2]1[CH:7]=[CH:6][C:5]([O:8][CH3:9])=[C:4]([O:10][CH3:11])[CH:3]=1.C([N-]C(C)C)(C)C.[Li+].[Cl:20][C:21]1[CH:32]=[CH:31][C:24]2[N:25]=C(C)[O:27][C:28](=O)[C:23]=2[CH:22]=1. Product: [NH2:25][C:24]1[CH:31]=[CH:32][C:21]([Cl:20])=[CH:22][C:23]=1[C:28]([C:3]1[C:2]([F:1])=[CH:7][CH:6]=[C:5]([O:8][CH3:9])[C:4]=1[O:10][CH3:11])=[O:27]. The catalyst class is: 7.